From a dataset of Reaction yield outcomes from USPTO patents with 853,638 reactions. Predict the reaction yield, written as a fraction of the theoretical maximum amount of product (1.0 means a 100% yield; for example, 0.34 means a 34% yield). (1) The reactants are [CH2:1]([P:3]([O-:9])[O:4][CH2:5][CH2:6][CH2:7][CH3:8])[CH3:2].N12CCCN=C1CCCCC2.Cl[CH2:22][CH:23]=[C:24]([CH3:26])[CH3:25]. The catalyst is C1C=CC([P]([Ni]([P](C2C=CC=CC=2)(C2C=CC=CC=2)C2C=CC=CC=2)([P](C2C=CC=CC=2)(C2C=CC=CC=2)C2C=CC=CC=2)[P](C2C=CC=CC=2)(C2C=CC=CC=2)C2C=CC=CC=2)(C2C=CC=CC=2)C2C=CC=CC=2)=CC=1.C1(C)C=CC=CC=1. The product is [CH2:1]([P:3]([CH2:22][CH:23]=[C:24]([CH3:26])[CH3:25])(=[O:9])[O:4][CH2:5][CH2:6][CH2:7][CH3:8])[CH3:2]. The yield is 0.760. (2) The reactants are [H-].[Na+].[Br:3][C:4]1[NH:8][CH:7]=[C:6]([CH2:9][N:10]([CH3:18])[C:11](=[O:17])[O:12][C:13]([CH3:16])([CH3:15])[CH3:14])[CH:5]=1.C1OCCOCCOCCOCCOC1.Cl.[N:35]1[CH:40]=[CH:39][CH:38]=[C:37]([S:41](Cl)(=[O:43])=[O:42])[CH:36]=1. The catalyst is O1CCCC1.CN(C)C=O.O. The product is [C:13]([O:12][C:11](=[O:17])[N:10]([CH2:9][C:6]1[CH:5]=[C:4]([Br:3])[N:8]([S:41]([C:37]2[CH:36]=[N:35][CH:40]=[CH:39][CH:38]=2)(=[O:43])=[O:42])[CH:7]=1)[CH3:18])([CH3:14])([CH3:15])[CH3:16]. The yield is 0.850. (3) The catalyst is O1CCCC1. The reactants are C([Li])CCC.[O:6]1[CH:10]=[CH:9][CH:8]=[C:7]1[CH:11]1[O:15][CH2:14][CH2:13][O:12]1.[CH2:16](Br)[C:17]1[CH:22]=[CH:21][CH:20]=[CH:19][CH:18]=1. The yield is 0.459. The product is [CH2:16]([C:10]1[O:6][C:7]([CH:11]2[O:15][CH2:14][CH2:13][O:12]2)=[CH:8][CH:9]=1)[C:17]1[CH:22]=[CH:21][CH:20]=[CH:19][CH:18]=1. (4) The yield is 0.730. The catalyst is CO.C(Cl)Cl.O.CO. The product is [F:1][C:2]1[CH:3]=[C:4]([C:8]2([NH:14][C:15]3[N:16]=[CH:17][C:18]([C:21]([NH:26][OH:27])=[O:22])=[CH:19][N:20]=3)[CH2:9][CH2:10][CH2:11][CH2:12][CH2:13]2)[CH:5]=[CH:6][CH:7]=1. The reactants are [F:1][C:2]1[CH:3]=[C:4]([C:8]2([NH:14][C:15]3[N:20]=[CH:19][C:18]([C:21](OCC)=[O:22])=[CH:17][N:16]=3)[CH2:13][CH2:12][CH2:11][CH2:10][CH2:9]2)[CH:5]=[CH:6][CH:7]=1.[NH2:26][OH:27].[OH-].[Na+]. (5) The reactants are [NH2:1][C:2]1[N:10]=[C:9]2[C:5]([N:6]=[CH:7][N:8]2[C@H:11]2[O:17][C@@H:16]([CH2:18][OH:19])[C@H:14]([OH:15])[C@@H:12]2[OH:13])=[C:4]([S:20][NH2:21])[N:3]=1.O.C1C=C(Cl)C=C(C(OO)=[O:31])C=1. The catalyst is C(O)C. The product is [NH2:1][C:2]1[N:10]=[C:9]2[C:5]([N:6]=[CH:7][N:8]2[C@H:11]2[O:17][C@@H:16]([CH2:18][OH:19])[C@H:14]([OH:15])[C@@H:12]2[OH:13])=[C:4]([S:20]([NH2:21])=[O:31])[N:3]=1. The yield is 0.870. (6) The reactants are [N:1]1([CH2:6][C:7]2[CH:14]=[CH:13][C:10]([CH:11]=O)=[CH:9][CH:8]=2)[CH:5]=[CH:4][N:3]=[N:2]1.[NH2:15][C:16]1[N:17]=[N:18][C:19]([CH3:22])=[CH:20][CH:21]=1.C([O:25][C:26](=O)[C:27]([OH:40])=[CH:28][C:29]([C:31]1[CH:36]=[CH:35][C:34]([CH:37]([CH3:39])[CH3:38])=[CH:33][CH:32]=1)=[O:30])C. No catalyst specified. The product is [OH:40][C:27]1[C:26](=[O:25])[N:15]([C:16]2[N:17]=[N:18][C:19]([CH3:22])=[CH:20][CH:21]=2)[CH:11]([C:10]2[CH:13]=[CH:14][C:7]([CH2:6][N:1]3[CH:5]=[CH:4][N:3]=[N:2]3)=[CH:8][CH:9]=2)[C:28]=1[C:29](=[O:30])[C:31]1[CH:36]=[CH:35][C:34]([CH:37]([CH3:39])[CH3:38])=[CH:33][CH:32]=1. The yield is 0.250. (7) The reactants are C1C(=O)[N:5](Br)[C:3](=O)[CH2:2]1.[C:19](OO[C:19](=O)[C:20]1[CH:25]=[CH:24][CH:23]=[CH:22][CH:21]=1)(=O)[C:20]1[CH:25]=[CH:24][CH:23]=[CH:22][CH:21]=1.[OH2:27]. The catalyst is C(Cl)(Cl)(Cl)Cl. The product is [CH:2]([C:3]1[NH:5][C:21]2[C:20]([CH:19]=1)=[CH:25][CH:24]=[CH:23][CH:22]=2)=[O:27]. The yield is 0.750.